From a dataset of Forward reaction prediction with 1.9M reactions from USPTO patents (1976-2016). Predict the product of the given reaction. (1) Given the reactants F[C:2](F)(F)[C:3]1[CH:4]=[C:5]([NH:9][C:10](=[O:29])[NH:11][C:12]2[CH:17]=[CH:16][C:15]([C:18]3SC(CCC(OC)=O)=NC=3)=[CH:14][CH:13]=2)[CH:6]=[CH:7][CH:8]=1.NC1C=CC(C2[O:43][C:42]([CH2:44][CH2:45][CH2:46][C:47]([O:49][CH3:50])=[O:48])=[N:41][N:40]=2)=CC=1.N(C1C=CC=C(C)C=1)=C=O, predict the reaction product. The product is: [C:3]1([CH3:2])[CH:8]=[CH:7][CH:6]=[C:5]([NH:9][C:10](=[O:29])[NH:11][C:12]2[CH:13]=[CH:14][C:15]([C:18]3[O:43][C:42]([CH2:44][CH2:45][CH2:46][C:47]([O:49][CH3:50])=[O:48])=[N:41][N:40]=3)=[CH:16][CH:17]=2)[CH:4]=1. (2) Given the reactants [CH2:1]([O:4][C:5]1[CH:6]=[C:7]([CH:31]=[CH:32][CH:33]=1)[O:8][C:9]1[C:10]([NH:21][S:22]([C:25]2[N:26]=[CH:27][N:28]([CH3:30])[CH:29]=2)(=[O:24])=[O:23])=[CH:11][C:12]2[N:16]([CH3:17])[C:15](=[O:18])[N:14]([CH3:19])[C:13]=2[CH:20]=1)[CH:2]=[CH2:3].B.[OH-:35].[Na+].OO, predict the reaction product. The product is: [OH:35][CH2:3][CH2:2][CH2:1][O:4][C:5]1[CH:6]=[C:7]([CH:31]=[CH:32][CH:33]=1)[O:8][C:9]1[C:10]([NH:21][S:22]([C:25]2[N:26]=[CH:27][N:28]([CH3:30])[CH:29]=2)(=[O:24])=[O:23])=[CH:11][C:12]2[N:16]([CH3:17])[C:15](=[O:18])[N:14]([CH3:19])[C:13]=2[CH:20]=1. (3) Given the reactants Cl[C:2]1[C:11]2[C:6](=[CH:7][C:8]([O:14][CH2:15][CH2:16][CH2:17][Cl:18])=[C:9]([O:12][CH3:13])[CH:10]=2)[N:5]=[CH:4][N:3]=1.[NH2:19][C:20]1[CH:21]=[CH:22][C:23]([O:26][CH2:27][C:28]2[CH:33]=[CH:32][CH:31]=[C:30]([Cl:34])[CH:29]=2)=[N:24][CH:25]=1, predict the reaction product. The product is: [Cl:34][C:30]1[CH:29]=[C:28]([CH:33]=[CH:32][CH:31]=1)[CH2:27][O:26][C:23]1[N:24]=[CH:25][C:20]([NH:19][C:2]2[C:11]3[C:6](=[CH:7][C:8]([O:14][CH2:15][CH2:16][CH2:17][Cl:18])=[C:9]([O:12][CH3:13])[CH:10]=3)[N:5]=[CH:4][N:3]=2)=[CH:21][CH:22]=1. (4) Given the reactants [CH2:1]([C:3]1[S:23][C:6]2[NH:7][C:8](=[O:22])[N:9]([CH2:12][CH2:13][NH:14]C(=O)OC(C)(C)C)[C:10](=[O:11])[C:5]=2[CH:4]=1)[CH3:2].Br[CH2:25][C:26]1[CH:31]=[CH:30][C:29]([C:32]2[CH:37]=[CH:36][CH:35]=[CH:34][C:33]=2[C:38]2[N:42]=[C:41](C(Cl)(Cl)[Cl:44])[O:40][N:39]=2)=[CH:28][CH:27]=1.C(=O)([O-])[O-:48].[K+].[K+].CN(C)C=O, predict the reaction product. The product is: [ClH:44].[NH2:14][CH2:13][CH2:12][N:9]1[C:10](=[O:11])[C:5]2[CH:4]=[C:3]([CH2:1][CH3:2])[S:23][C:6]=2[N:7]([CH2:25][C:26]2[CH:31]=[CH:30][C:29]([C:32]3[CH:37]=[CH:36][CH:35]=[CH:34][C:33]=3[C:38]3[NH:42][C:41](=[O:48])[O:40][N:39]=3)=[CH:28][CH:27]=2)[C:8]1=[O:22]. (5) The product is: [F:1][C:2]1[CH:3]=[CH:4][C:5]([CH2:6][N:7]2[C:15]3[C:10](=[N:11][CH:12]=[CH:13][CH:14]=3)[C:9]([C:16]([NH:45][CH:46]3[CH2:47][CH2:48][N:49]([C:52]([O:54][C:55]([CH3:58])([CH3:57])[CH3:56])=[O:53])[CH2:50][CH2:51]3)=[O:18])=[CH:8]2)=[CH:19][CH:20]=1. Given the reactants [F:1][C:2]1[CH:20]=[CH:19][C:5]([CH2:6][N:7]2[C:15]3[C:10](=[N:11][CH:12]=[CH:13][CH:14]=3)[C:9]([C:16]([OH:18])=O)=[CH:8]2)=[CH:4][CH:3]=1.CN(C(ON1N=NC2C=CC=NC1=2)=[N+](C)C)C.F[P-](F)(F)(F)(F)F.[NH2:45][CH:46]1[CH2:51][CH2:50][N:49]([C:52]([O:54][C:55]([CH3:58])([CH3:57])[CH3:56])=[O:53])[CH2:48][CH2:47]1.CCOC(C)=O, predict the reaction product. (6) The product is: [F:46][C:25]1([F:24])[CH2:27][CH:26]1[CH2:28][N:29]1[C:33](=[O:34])[N:32]([C:35]2[S:36][C:37]([C:41]([OH:43])=[O:42])=[C:38]([CH3:40])[N:39]=2)[CH:31]=[N:30]1. Given the reactants FC1(F)CC1CN1CCN(C2SC(C(OCC)=O)=C(C)N=2)C1=O.[F:24][C:25]1([F:46])[CH2:27][CH:26]1[CH2:28][N:29]1[C:33](=[O:34])[N:32]([C:35]2[S:36][C:37]([C:41]([O:43]CC)=[O:42])=[C:38]([CH3:40])[N:39]=2)[CH:31]=[N:30]1, predict the reaction product. (7) Given the reactants [Cl:1][C:2]1[CH:3]=[C:4]([NH2:19])[CH:5]=[N:6][C:7]=1[O:8][C:9]1[N:10]=[CH:11][C:12]2[C:17]([CH:18]=1)=[CH:16][CH:15]=[CH:14][CH:13]=2.[Cl:20][C:21]1[CH:26]=[C:25]([F:27])[CH:24]=[CH:23][C:22]=1[S:28](Cl)(=[O:30])=[O:29], predict the reaction product. The product is: [Cl:20][C:21]1[CH:26]=[C:25]([F:27])[CH:24]=[CH:23][C:22]=1[S:28]([NH:19][C:4]1[CH:5]=[N:6][C:7]([O:8][C:9]2[N:10]=[CH:11][C:12]3[C:17]([CH:18]=2)=[CH:16][CH:15]=[CH:14][CH:13]=3)=[C:2]([Cl:1])[CH:3]=1)(=[O:30])=[O:29].